This data is from Full USPTO retrosynthesis dataset with 1.9M reactions from patents (1976-2016). The task is: Predict the reactants needed to synthesize the given product. (1) Given the product [NH2:19][CH2:18][C:17]([NH:16][C:13]1[CH:12]=[CH:11][C:10]([CH2:9][NH:8][C:6](=[O:7])[O:5][C:1]([CH3:2])([CH3:3])[CH3:4])=[CH:15][CH:14]=1)=[O:37], predict the reactants needed to synthesize it. The reactants are: [C:1]([O:5][C:6]([NH:8][CH2:9][C:10]1[CH:15]=[CH:14][C:13]([NH:16][C:17](=[O:37])[CH2:18][NH:19]C(=O)OCC2C3C=CC=CC=3C3C2=CC=CC=3)=[CH:12][CH:11]=1)=[O:7])([CH3:4])([CH3:3])[CH3:2].N1CCCCC1. (2) Given the product [CH2:23]([O:25][CH:26]1[CH2:31][CH2:30][N:29]([C:32]2[CH:33]=[CH:34][C:35]([NH:36][C:20]([CH:8]3[CH2:7][CH2:6][C:5]4[C:10](=[C:11]([N:13]5[CH2:18][CH2:17][N:16]([CH3:19])[CH2:15][CH2:14]5)[CH:12]=[C:3]([F:2])[CH:4]=4)[O:9]3)=[O:22])=[CH:37][CH:38]=2)[CH2:28][CH2:27]1)[CH3:24], predict the reactants needed to synthesize it. The reactants are: Cl.[F:2][C:3]1[CH:4]=[C:5]2[C:10](=[C:11]([N:13]3[CH2:18][CH2:17][N:16]([CH3:19])[CH2:15][CH2:14]3)[CH:12]=1)[O:9][CH:8]([C:20]([OH:22])=O)[CH2:7][CH2:6]2.[CH2:23]([O:25][CH:26]1[CH2:31][CH2:30][N:29]([C:32]2[CH:38]=[CH:37][C:35]([NH2:36])=[CH:34][CH:33]=2)[CH2:28][CH2:27]1)[CH3:24]. (3) Given the product [CH3:1][O:2][C:3]1[CH:4]=[C:5]2[C:10](=[CH:11][C:12]=1[O:13][CH3:14])[N:9]=[CH:8][CH:7]=[C:6]2[O:15][C:16]1[CH:22]=[CH:21][C:19]([NH:20][C:40](=[O:42])[O:54][CH:53]([C:55]2[CH:60]=[CH:59][CH:58]=[CH:57][CH:56]=2)[CH:52]([CH3:61])[CH3:51])=[C:18]([CH3:23])[C:17]=1[CH3:24], predict the reactants needed to synthesize it. The reactants are: [CH3:1][O:2][C:3]1[CH:4]=[C:5]2[C:10](=[CH:11][C:12]=1[O:13][CH3:14])[N:9]=[CH:8][CH:7]=[C:6]2[O:15][C:16]1[CH:22]=[CH:21][C:19]([NH2:20])=[C:18]([CH3:23])[C:17]=1[CH3:24].C1(C)C=CC=CC=1.C(N(CC)CC)C.Cl[C:40](Cl)([O:42]C(=O)OC(Cl)(Cl)Cl)Cl.[CH3:51][CH:52]([CH3:61])[CH:53]([C:55]1[CH:60]=[CH:59][CH:58]=[CH:57][CH:56]=1)[OH:54]. (4) Given the product [CH:12]1([NH:11][C:10]2[N:5]3[N:4]=[C:3]([C:17]4[O:18][CH:19]=[CH:20][CH:21]=4)[C:2]([C:27]4[CH:26]=[CH:25][N:24]=[C:23]([F:22])[CH:28]=4)=[C:6]3[CH:7]=[CH:8][CH:9]=2)[CH2:16][CH2:15][CH2:14][CH2:13]1, predict the reactants needed to synthesize it. The reactants are: Br[C:2]1[C:3]([C:17]2[O:18][CH:19]=[CH:20][CH:21]=2)=[N:4][N:5]2[C:10]([NH:11][CH:12]3[CH2:16][CH2:15][CH2:14][CH2:13]3)=[CH:9][CH:8]=[CH:7][C:6]=12.[F:22][C:23]1[CH:28]=[C:27](B(O)O)[CH:26]=[CH:25][N:24]=1.C(=O)([O-])[O-].[Na+].[Na+].O. (5) Given the product [OH:6][CH:5]([CH2:4][OH:3])[CH2:7][O:8][NH:9][C:10]([C:12]1[C:20]([NH:21][C:22]2[CH:27]=[CH:26][C:25]([I:28])=[CH:24][C:23]=2[F:29])=[C:19]([F:30])[C:15]2[N:16]=[CH:17][S:18][C:14]=2[CH:13]=1)=[O:11], predict the reactants needed to synthesize it. The reactants are: CC1(C)[O:6][CH:5]([CH2:7][O:8][NH:9][C:10]([C:12]2[C:20]([NH:21][C:22]3[CH:27]=[CH:26][C:25]([I:28])=[CH:24][C:23]=3[F:29])=[C:19]([F:30])[C:15]3[N:16]=[CH:17][S:18][C:14]=3[CH:13]=2)=[O:11])[CH2:4][O:3]1.FC(F)(F)C(O)=O.C(=O)(O)[O-].[Na+].